This data is from NCI-60 drug combinations with 297,098 pairs across 59 cell lines. The task is: Regression. Given two drug SMILES strings and cell line genomic features, predict the synergy score measuring deviation from expected non-interaction effect. (1) Drug 1: C(CC(=O)O)C(=O)CN.Cl. Drug 2: C1C(C(OC1N2C=NC3=C2NC=NCC3O)CO)O. Cell line: MALME-3M. Synergy scores: CSS=4.59, Synergy_ZIP=-2.23, Synergy_Bliss=-1.53, Synergy_Loewe=-2.67, Synergy_HSA=-2.34. (2) Drug 1: CCC1(CC2CC(C3=C(CCN(C2)C1)C4=CC=CC=C4N3)(C5=C(C=C6C(=C5)C78CCN9C7C(C=CC9)(C(C(C8N6C)(C(=O)OC)O)OC(=O)C)CC)OC)C(=O)OC)O.OS(=O)(=O)O. Drug 2: C1=CC=C(C(=C1)C(C2=CC=C(C=C2)Cl)C(Cl)Cl)Cl. Cell line: LOX IMVI. Synergy scores: CSS=10.1, Synergy_ZIP=-6.70, Synergy_Bliss=-5.35, Synergy_Loewe=-38.3, Synergy_HSA=-7.06.